Task: Predict which catalyst facilitates the given reaction.. Dataset: Catalyst prediction with 721,799 reactions and 888 catalyst types from USPTO (1) Reactant: CO[C:3]([CH:5]1[CH2:10][CH2:9][CH2:8][CH2:7][CH2:6]1)=[O:4].O.[NH2:12][NH2:13].C([SiH]([CH2:19][CH3:20])CC)C.[CH3:21]O. Product: [CH:19]([NH:12][NH:13][C:3]([CH:5]1[CH2:10][CH2:9][CH2:8][CH2:7][CH2:6]1)=[O:4])([CH3:20])[CH3:21]. The catalyst class is: 21. (2) Reactant: [C:1]1([C:7](=O)[C:8]([C:10]2[CH:15]=[CH:14][CH:13]=[CH:12][CH:11]=2)=O)[CH:6]=[CH:5][CH:4]=[CH:3][CH:2]=1.[C@@H:17]1([NH2:24])[CH2:22][CH2:21][CH2:20][CH2:19][C@H:18]1[NH2:23]. Product: [C:1]1([C:7]2[C:8]([C:10]3[CH:15]=[CH:14][CH:13]=[CH:12][CH:11]=3)=[N:24][CH:17]3[CH:18]([CH2:19][CH2:20][CH2:21][CH2:22]3)[N:23]=2)[CH:6]=[CH:5][CH:4]=[CH:3][CH:2]=1. The catalyst class is: 8. (3) Reactant: [C:1]([NH:4][NH:5][C:6]([C:8]1[C:9]([C:28]2[C:33]([F:34])=[CH:32][CH:31]=[CH:30][C:29]=2[Cl:35])=[N:10][O:11][C:12]=1[C:13]1[CH:14]=[N:15][N:16]([C:22]2[CH:27]=[CH:26][N:25]=[CH:24][CH:23]=2)[C:17]=1[C:18]([F:21])([F:20])[F:19])=O)(=O)[CH3:2].COC1C=CC(P2(SP(C3C=CC(OC)=CC=3)(=S)S2)=[S:45])=CC=1. Product: [Cl:35][C:29]1[CH:30]=[CH:31][CH:32]=[C:33]([F:34])[C:28]=1[C:9]1[C:8]([C:6]2[S:45][C:1]([CH3:2])=[N:4][N:5]=2)=[C:12]([C:13]2[CH:14]=[N:15][N:16]([C:22]3[CH:27]=[CH:26][N:25]=[CH:24][CH:23]=3)[C:17]=2[C:18]([F:21])([F:20])[F:19])[O:11][N:10]=1. The catalyst class is: 346.